This data is from Catalyst prediction with 721,799 reactions and 888 catalyst types from USPTO. The task is: Predict which catalyst facilitates the given reaction. (1) Reactant: [CH3:1][CH:2]([CH3:15])[C@H:3]([NH:7][C:8]([O:10][CH2:11][CH:12]([CH3:14])[CH3:13])=[O:9])[C:4]([OH:6])=O.CN1CCOCC1.CC(C)COC(Cl)=O.Cl.[NH2:32][C@@H:33]([CH:43]([CH3:45])[CH3:44])[CH2:34][NH:35][C:36]([C:38]1[S:39][CH:40]=[CH:41][CH:42]=1)=[O:37].C(N(CC)CC)C. Product: [S:39]1[CH:40]=[CH:41][CH:42]=[C:38]1[C:36]([NH:35][CH2:34][C@@H:33]([NH:32][C:4](=[O:6])[C@@H:3]([NH:7][C:8]([O:10][CH2:11][CH:12]([CH3:14])[CH3:13])=[O:9])[CH:2]([CH3:1])[CH3:15])[CH:43]([CH3:44])[CH3:45])=[O:37]. The catalyst class is: 4. (2) Reactant: [N:1]1([CH2:5][CH2:6][CH2:7][O:8][C:9]2[CH:14]=[CH:13][C:12]([C:15]3([C:21]([N:23]4[CH2:28][CH2:27][O:26][CH2:25][CH2:24]4)=O)[CH2:20][CH2:19][O:18][CH2:17][CH2:16]3)=[CH:11][CH:10]=2)[CH2:4][CH2:3][CH2:2]1.[H-].[H-].[H-].[H-].[Li+].[Al+3].O.[OH-].[Na+]. Product: [NH3:1].[N:1]1([CH2:5][CH2:6][CH2:7][O:8][C:9]2[CH:14]=[CH:13][C:12]([C:15]3([CH2:21][N:23]4[CH2:24][CH2:25][O:26][CH2:27][CH2:28]4)[CH2:20][CH2:19][O:18][CH2:17][CH2:16]3)=[CH:11][CH:10]=2)[CH2:4][CH2:3][CH2:2]1. The catalyst class is: 1. (3) Reactant: [CH3:1][O:2][C:3]1[CH:4]=[C:5]([NH:11][C:12]2[N:17]=[C:16]([N:18]3[C:22]([CH3:23])=[CH:21][C:20]([C:24]([F:27])([F:26])[F:25])=[N:19]3)[C:15]([C:28]3[CH:29]=[C:30]([C:36](O)=[O:37])[C:31]([O:34][CH3:35])=[N:32][CH:33]=3)=[CH:14][N:13]=2)[CH:6]=[C:7]([O:9][CH3:10])[CH:8]=1.[CH2:39]([S:42]([NH2:45])(=[O:44])=[O:43])[CH2:40][CH3:41].C(N(CC)CC)C.[I-].ClC1C=CC=C[N+]=1C. The catalyst class is: 172. Product: [CH3:10][O:9][C:7]1[CH:6]=[C:5]([NH:11][C:12]2[N:17]=[C:16]([N:18]3[C:22]([CH3:23])=[CH:21][C:20]([C:24]([F:25])([F:27])[F:26])=[N:19]3)[C:15]([C:28]3[CH:29]=[C:30]([C:36]([NH:45][S:42]([CH2:39][CH2:40][CH3:41])(=[O:44])=[O:43])=[O:37])[C:31]([O:34][CH3:35])=[N:32][CH:33]=3)=[CH:14][N:13]=2)[CH:4]=[C:3]([O:2][CH3:1])[CH:8]=1. (4) Reactant: [Br:1][C:2]1[CH:3]=[N:4][C:5]([O:8][C:9]2[CH:14]=[CH:13][C:12]([CH:15]3[CH:20]([O:21][CH2:22][C:23]4[CH:24]=[CH:25][C:26]5[O:31][CH2:30][CH2:29][N:28]([CH2:32][CH2:33][CH2:34][O:35][CH3:36])[C:27]=5[CH:37]=4)[CH2:19][N:18](C(OCC4C=CC=CC=4)=O)[CH2:17][CH:16]3[OH:48])=[CH:11][CH:10]=2)=[N:6][CH:7]=1.B(F)(F)F.CCOCC.C(S)C. Product: [Br:1][C:2]1[CH:7]=[N:6][C:5]([O:8][C:9]2[CH:14]=[CH:13][C:12]([CH:15]3[CH:20]([O:21][CH2:22][C:23]4[CH:24]=[CH:25][C:26]5[O:31][CH2:30][CH2:29][N:28]([CH2:32][CH2:33][CH2:34][O:35][CH3:36])[C:27]=5[CH:37]=4)[CH2:19][NH:18][CH2:17][CH:16]3[OH:48])=[CH:11][CH:10]=2)=[N:4][CH:3]=1. The catalyst class is: 4. (5) Reactant: [Cl:1][C:2]1[C:7]([N:8](C)[C:9](=O)C(C)(C)C)=[CH:6][CH:5]=[C:4]([C:16]2[S:17][C:18]3[CH:24]=[C:23]([O:25]C)[CH:22]=[CH:21][C:19]=3[N:20]=2)[N:3]=1. Product: [Cl:1][C:2]1[N:3]=[C:4]([C:16]2[S:17][C:18]3[CH:24]=[C:23]([OH:25])[CH:22]=[CH:21][C:19]=3[N:20]=2)[CH:5]=[CH:6][C:7]=1[NH:8][CH3:9]. The catalyst class is: 33. (6) Reactant: [C:9](O[C:9]([O:11][C:12]([CH3:15])([CH3:14])[CH3:13])=[O:10])([O:11][C:12]([CH3:15])([CH3:14])[CH3:13])=[O:10].[NH:16]1[CH2:20][CH:19]=[CH:18][CH2:17]1.C1C=C(Cl)C=C(C(OO)=[O:29])C=1.[O-]S([O-])=O.[Na+].[Na+]. Product: [C:12]([O:11][C:9]([N:16]1[CH2:20][CH:19]2[CH:18]([O:29]2)[CH2:17]1)=[O:10])([CH3:13])([CH3:14])[CH3:15]. The catalyst class is: 5. (7) Reactant: [F:1][C:2]1[CH:3]=[C:4]([C:10]#[N:11])[C:5]([NH:8][CH3:9])=[N:6][CH:7]=1.C(N(CC)CC)C.Cl.[NH2:20][OH:21]. Product: [CH3:9][NH:8][C:5]1[N:6]=[CH:7][C:2]([F:1])=[CH:3][C:4]=1[C:10]([NH:20][OH:21])=[NH:11]. The catalyst class is: 8. (8) Reactant: [Br:1][C:2]1[N:6]2[CH2:7][CH2:8][CH2:9][N:10]([CH3:12])[CH2:11][C:5]2=[C:4]([C:13](N[C@@H](CC(C)C)C(NC)=O)=[O:14])[N:3]=1.[NH2:25][C@H:26]([C:31]([OH:33])=O)[C:27]([CH3:30])([CH3:29])[CH3:28].[CH3:34][NH:35][CH3:36]. Product: [Br:1][C:2]1[N:6]2[CH2:7][CH2:8][CH2:9][N:10]([CH3:12])[CH2:11][C:5]2=[C:4]([C:13]([NH:25][C@@H:26]([C:27]([CH3:30])([CH3:29])[CH3:28])[C:31]([N:35]([CH3:36])[CH3:34])=[O:33])=[O:14])[N:3]=1. The catalyst class is: 1. (9) Reactant: CC1C=CC(S(O[CH2:12][CH:13]2[O:18][C:17]3[CH:19]=[C:20]([F:23])[CH:21]=[CH:22][C:16]=3[O:15][CH2:14]2)(=O)=O)=CC=1.[CH2:24]([NH2:27])[CH2:25][CH3:26]. Product: [F:23][C:20]1[CH:21]=[CH:22][C:16]2[O:15][CH2:14][CH:13]([CH2:12][NH:27][CH2:24][CH2:25][CH3:26])[O:18][C:17]=2[CH:19]=1. The catalyst class is: 10. (10) Reactant: [OH:1][CH2:2][C:3]1[CH:4]=[C:5]([NH:13][C:14]([N:16]2[C:24]3[C:19](=[CH:20][C:21]([O:25][C:26]4[C:27]5[CH2:35][CH2:34][N:33]([C:36]([O:38][C:39]([CH3:42])([CH3:41])[CH3:40])=[O:37])[CH2:32][C:28]=5[N:29]=[CH:30][N:31]=4)=[CH:22][CH:23]=3)[CH:18]=[CH:17]2)=[O:15])[CH:6]=[C:7]([C:9]([F:12])([F:11])[F:10])[CH:8]=1.CCN(C(C)C)C(C)C.[CH3:52][S:53](Cl)(=[O:55])=[O:54]. Product: [CH3:52][S:53]([O:1][CH2:2][C:3]1[CH:4]=[C:5]([NH:13][C:14]([N:16]2[C:24]3[C:19](=[CH:20][C:21]([O:25][C:26]4[C:27]5[CH2:35][CH2:34][N:33]([C:36]([O:38][C:39]([CH3:42])([CH3:41])[CH3:40])=[O:37])[CH2:32][C:28]=5[N:29]=[CH:30][N:31]=4)=[CH:22][CH:23]=3)[CH:18]=[CH:17]2)=[O:15])[CH:6]=[C:7]([C:9]([F:12])([F:10])[F:11])[CH:8]=1)(=[O:55])=[O:54]. The catalyst class is: 91.